Dataset: NCI-60 drug combinations with 297,098 pairs across 59 cell lines. Task: Regression. Given two drug SMILES strings and cell line genomic features, predict the synergy score measuring deviation from expected non-interaction effect. (1) Drug 1: C1=NNC2=C1C(=O)NC=N2. Drug 2: C1CCC(C(C1)N)N.C(=O)(C(=O)[O-])[O-].[Pt+4]. Cell line: NCI-H522. Synergy scores: CSS=12.4, Synergy_ZIP=-7.81, Synergy_Bliss=-0.206, Synergy_Loewe=-13.6, Synergy_HSA=-1.75. (2) Drug 1: CN(CCCl)CCCl.Cl. Drug 2: CC1C(C(CC(O1)OC2CC(CC3=C2C(=C4C(=C3O)C(=O)C5=CC=CC=C5C4=O)O)(C(=O)C)O)N)O. Cell line: HOP-92. Synergy scores: CSS=70.6, Synergy_ZIP=-5.48, Synergy_Bliss=-7.04, Synergy_Loewe=-0.0688, Synergy_HSA=1.23. (3) Drug 1: CC1=C2C(C(=O)C3(C(CC4C(C3C(C(C2(C)C)(CC1OC(=O)C(C(C5=CC=CC=C5)NC(=O)C6=CC=CC=C6)O)O)OC(=O)C7=CC=CC=C7)(CO4)OC(=O)C)O)C)OC(=O)C. Drug 2: CN(CC1=CN=C2C(=N1)C(=NC(=N2)N)N)C3=CC=C(C=C3)C(=O)NC(CCC(=O)O)C(=O)O. Cell line: HOP-62. Synergy scores: CSS=14.0, Synergy_ZIP=-5.04, Synergy_Bliss=-3.98, Synergy_Loewe=-2.40, Synergy_HSA=0.829.